This data is from Reaction yield outcomes from USPTO patents with 853,638 reactions. The task is: Predict the reaction yield, written as a fraction of the theoretical maximum amount of product (1.0 means a 100% yield; for example, 0.34 means a 34% yield). (1) The reactants are [CH:1]1[C:10]2[C:5](=[CH:6][CH:7]=[CH:8][CH:9]=2)[CH:4]=[CH:3][N:2]=1.[N+:11]([O-])([O-:13])=[O:12].[K+].C(OCC)(=O)C.[NH4+].[OH-]. The catalyst is OS(O)(=O)=O.O. The product is [N+:11]([C:6]1[CH:7]=[CH:8][CH:9]=[C:10]2[C:5]=1[CH:4]=[CH:3][N:2]=[CH:1]2)([O-:13])=[O:12]. The yield is 0.940. (2) The reactants are [NH2:1][C:2]1[N:7]=[C:6]([C:8]2[N:12]([CH2:13][O:14][CH2:15][CH2:16][Si:17]([CH3:20])([CH3:19])[CH3:18])[C:11]([C:21]3[CH:26]=[C:25]([Cl:27])[CH:24]=[CH:23][C:22]=3[CH3:28])=[C:10]([C:29](O)=[O:30])[CH:9]=2)[C:5]([C:32]#[CH:33])=[CH:4][N:3]=1.CC[N:36](C(C)C)C(C)C.CCN=C=NCCCN(C)C.Cl.C1C=CC2N(O)N=NC=2C=1.N. The yield is 0.990. The catalyst is C1COCC1. The product is [NH2:1][C:2]1[N:7]=[C:6]([C:8]2[N:12]([CH2:13][O:14][CH2:15][CH2:16][Si:17]([CH3:18])([CH3:20])[CH3:19])[C:11]([C:21]3[CH:26]=[C:25]([Cl:27])[CH:24]=[CH:23][C:22]=3[CH3:28])=[C:10]([C:29]([NH2:36])=[O:30])[CH:9]=2)[C:5]([C:32]#[CH:33])=[CH:4][N:3]=1. (3) The reactants are Cl[C:2]1[C:11]2[C:6](=[CH:7][C:8]([O:14][CH2:15][CH:16]3[CH2:21][CH2:20][N:19]([CH3:22])[CH2:18][CH2:17]3)=[C:9]([O:12][CH3:13])[CH:10]=2)[N:5]=[CH:4][N:3]=1.[F:23][C:24]1[CH:30]=[C:29]([CH3:31])[CH:28]=[CH:27][C:25]=1[NH2:26].Cl. The catalyst is C(O)(C)C. The product is [F:23][C:24]1[CH:30]=[C:29]([CH3:31])[CH:28]=[CH:27][C:25]=1[NH:26][C:2]1[C:11]2[C:6](=[CH:7][C:8]([O:14][CH2:15][CH:16]3[CH2:21][CH2:20][N:19]([CH3:22])[CH2:18][CH2:17]3)=[C:9]([O:12][CH3:13])[CH:10]=2)[N:5]=[CH:4][N:3]=1. The yield is 0.610. (4) The reactants are CCN(C(C)C)C(C)C.[N:10]1[CH:15]=[CH:14][CH:13]=[CH:12][C:11]=1[N:16]1[CH:20]=[C:19]([C:21]([OH:23])=O)[N:18]=[N:17]1.C1C=CC2N(O)N=NC=2C=1.CCN=C=NCCCN(C)C.Cl.[NH2:46][CH2:47][C:48]([N:50]1[CH2:55][CH2:54][N:53]([C:56](=[O:65])[C:57]2[CH:62]=[C:61]([F:63])[CH:60]=[CH:59][C:58]=2[Cl:64])[CH2:52][CH2:51]1)=[O:49].ClC1C=CC(F)=CC=1C(O)=O. The catalyst is CN(C=O)C.O. The product is [Cl:64][C:58]1[CH:59]=[CH:60][C:61]([F:63])=[CH:62][C:57]=1[C:56]([N:53]1[CH2:52][CH2:51][N:50]([C:48](=[O:49])[CH2:47][NH:46][C:21]([C:19]2[N:18]=[N:17][N:16]([C:11]3[CH:12]=[CH:13][CH:14]=[CH:15][N:10]=3)[CH:20]=2)=[O:23])[CH2:55][CH2:54]1)=[O:65]. The yield is 0.450.